This data is from Catalyst prediction with 721,799 reactions and 888 catalyst types from USPTO. The task is: Predict which catalyst facilitates the given reaction. (1) Product: [Br:13][C:14]1[CH:19]=[C:18]([CH2:20][O:10][CH:7]2[CH2:8][CH2:9][N:4]([C:1](=[O:3])[CH3:2])[CH2:5][CH2:6]2)[CH:17]=[N:16][CH:15]=1. The catalyst class is: 3. Reactant: [C:1]([N:4]1[CH2:9][CH2:8][CH:7]([OH:10])[CH2:6][CH2:5]1)(=[O:3])[CH3:2].[H-].[Na+].[Br:13][C:14]1[CH:15]=[N:16][CH:17]=[C:18]([CH2:20]Br)[CH:19]=1. (2) Reactant: [C:1]([CH2:3][C:4]1([N:8]2[CH2:13][CH2:12][CH:11]([N:14]([C@@H:21]3[CH2:23][C@H:22]3[C:24]3[CH:29]=[CH:28][CH:27]=[CH:26][CH:25]=3)[C:15](=[O:20])[C:16]([F:19])([F:18])[F:17])[CH2:10][CH2:9]2)[CH2:7][NH:6][CH2:5]1)#[N:2].[Si:30]([O:37][CH:38]1[CH2:43][CH2:42][C:41](=O)[CH2:40][CH2:39]1)([C:33]([CH3:36])([CH3:35])[CH3:34])([CH3:32])[CH3:31].C(O)(=O)C.C(O[BH-](OC(=O)C)OC(=O)C)(=O)C.[Na+].C([O-])(O)=O.[Na+]. Product: [Si:30]([O:37][CH:38]1[CH2:39][CH2:40][CH:41]([N:6]2[CH2:5][C:4]([N:8]3[CH2:9][CH2:10][CH:11]([N:14]([C@@H:21]4[CH2:23][C@H:22]4[C:24]4[CH:29]=[CH:28][CH:27]=[CH:26][CH:25]=4)[C:15](=[O:20])[C:16]([F:19])([F:17])[F:18])[CH2:12][CH2:13]3)([CH2:3][C:1]#[N:2])[CH2:7]2)[CH2:42][CH2:43]1)([C:33]([CH3:36])([CH3:35])[CH3:34])([CH3:32])[CH3:31]. The catalyst class is: 2. (3) Reactant: B(Br)(Br)Br.C[O:6][C:7]1[CH:12]=[CH:11][C:10]([C:13](=[O:16])[CH2:14][CH3:15])=[C:9]([CH3:17])[CH:8]=1.O. Product: [OH:6][C:7]1[CH:12]=[CH:11][C:10]([C:13](=[O:16])[CH2:14][CH3:15])=[C:9]([CH3:17])[CH:8]=1. The catalyst class is: 4. (4) Reactant: [C:1]([O:5][C:6]([N:8]([CH:13]([CH3:15])[CH3:14])[CH2:9][C:10]([OH:12])=O)=[O:7])([CH3:4])([CH3:3])[CH3:2].FC1C=CC(S(N(C)CC([NH:30][CH2:31][C:32]2[CH:37]=[C:36]([C:38]3[CH:43]=[CH:42][C:41]([C:44]([F:47])([F:46])[F:45])=[CH:40][CH:39]=3)[N:35]=[CH:34][N:33]=2)=O)(=O)=O)=CC=1.O.ON1C2C=CC=CC=2N=N1.C(N(CC)C(C)C)(C)C.CN(C(ON1N=NC2C=CC=CC1=2)=[N+](C)C)C.F[P-](F)(F)(F)(F)F. Product: [C:1]([O:5][C:6](=[O:7])[N:8]([CH:13]([CH3:15])[CH3:14])[CH2:9][C:10](=[O:12])[NH:30][CH2:31][C:32]1[CH:37]=[C:36]([C:38]2[CH:39]=[CH:40][C:41]([C:44]([F:47])([F:46])[F:45])=[CH:42][CH:43]=2)[N:35]=[CH:34][N:33]=1)([CH3:2])([CH3:3])[CH3:4]. The catalyst class is: 39. (5) Reactant: [CH3:1][N:2]([CH3:13])[CH2:3][CH2:4][CH2:5][CH2:6][CH2:7][CH2:8][CH2:9][CH2:10][CH2:11][CH3:12].[C:14](=[O:21])([O:18][CH2:19][CH3:20])[O:15][CH2:16][CH3:17]. Product: [CH2:16]([O:15][C:14](=[O:18])[O-:21])[CH3:17].[CH3:1][N+:2]([CH3:13])([CH2:19][CH3:20])[CH2:3][CH2:4][CH2:5][CH2:6][CH2:7][CH2:8][CH2:9][CH2:10][CH2:11][CH3:12]. The catalyst class is: 5.